From a dataset of Catalyst prediction with 721,799 reactions and 888 catalyst types from USPTO. Predict which catalyst facilitates the given reaction. Reactant: [CH3:1][O:2][C:3]1[CH:4]=[C:5]([B:19]2[O:23]C(C)(C)C(C)(C)[O:20]2)[CH:6]=[C:7](/[CH:9]=[CH:10]/[C:11]2[CH:16]=[CH:15][C:14]([O:17][CH3:18])=[CH:13][CH:12]=2)[CH:8]=1. Product: [CH3:1][O:2][C:3]1[CH:4]=[C:5]([B:19]([OH:20])[OH:23])[CH:6]=[C:7](/[CH:9]=[CH:10]/[C:11]2[CH:12]=[CH:13][C:14]([O:17][CH3:18])=[CH:15][CH:16]=2)[CH:8]=1. The catalyst class is: 5.